From a dataset of NCI-60 drug combinations with 297,098 pairs across 59 cell lines. Regression. Given two drug SMILES strings and cell line genomic features, predict the synergy score measuring deviation from expected non-interaction effect. Cell line: HL-60(TB). Synergy scores: CSS=5.29, Synergy_ZIP=-14.0, Synergy_Bliss=-25.3, Synergy_Loewe=-36.0, Synergy_HSA=-27.3. Drug 2: CC1=C(C(CCC1)(C)C)C=CC(=CC=CC(=CC(=O)O)C)C. Drug 1: CC1=CC2C(CCC3(C2CCC3(C(=O)C)OC(=O)C)C)C4(C1=CC(=O)CC4)C.